From a dataset of Forward reaction prediction with 1.9M reactions from USPTO patents (1976-2016). Predict the product of the given reaction. (1) Given the reactants C[O:2][CH:3](OC)[CH2:4][CH2:5][N:6]1[CH:11]=[C:10]([C:12]2[S:16][C:15]([CH3:17])=[N:14][C:13]=2[CH3:18])[C:9](=[O:19])[NH:8][C:7]1=[O:20].Cl.C(N(CC)CC)C, predict the reaction product. The product is: [CH3:17][C:15]1[S:16][C:12]([C:10]2[C:9](=[O:19])[NH:8][C:7](=[O:20])[N:6]([CH2:5][CH2:4][CH:3]=[O:2])[CH:11]=2)=[C:13]([CH3:18])[N:14]=1. (2) Given the reactants [N+:1]([C:4]1[CH:9]=[CH:8][C:7]([S:10][C:11]2[NH:12][CH:13]=[CH:14][N:15]=2)=[CH:6][CH:5]=1)([O-:3])=[O:2], predict the reaction product. The product is: [C:4]([CH2:5][CH2:6][N:15]1[CH:14]=[CH:13][N:12]=[C:11]1[S:10][C:7]1[CH:8]=[CH:9][C:4]([N+:1]([O-:3])=[O:2])=[CH:5][CH:6]=1)#[N:1].